Task: Predict the product of the given reaction.. Dataset: Forward reaction prediction with 1.9M reactions from USPTO patents (1976-2016) (1) Given the reactants [F:1][C:2]([F:20])([F:19])[C:3]1[CH:4]=[C:5]([C:13]([CH3:18])([CH3:17])[C:14](Cl)=[O:15])[CH:6]=[C:7]([C:9]([F:12])([F:11])[F:10])[CH:8]=1.[CH2:21]([N:28]1[CH2:32][C@@H:31]([C:33]2[CH:38]=[CH:37][C:36]([F:39])=[CH:35][C:34]=2[CH3:40])[C@H:30]([NH:41][CH3:42])[CH2:29]1)[C:22]1[CH:27]=[CH:26][CH:25]=[CH:24][CH:23]=1.C(N(C(C)C)C(C)C)C, predict the reaction product. The product is: [CH2:21]([N:28]1[CH2:32][C@@H:31]([C:33]2[CH:38]=[CH:37][C:36]([F:39])=[CH:35][C:34]=2[CH3:40])[C@H:30]([N:41]([CH3:42])[C:14](=[O:15])[C:13]([C:5]2[CH:4]=[C:3]([C:2]([F:20])([F:19])[F:1])[CH:8]=[C:7]([C:9]([F:12])([F:11])[F:10])[CH:6]=2)([CH3:18])[CH3:17])[CH2:29]1)[C:22]1[CH:27]=[CH:26][CH:25]=[CH:24][CH:23]=1. (2) Given the reactants C1(C)C=CC(S(O)(=O)=O)=CC=1.[F:12][C:13]1[CH:18]=[CH:17][C:16]([CH:19]([O:41]C2CCCCO2)[C:20]2[CH:40]=[CH:39][C:23]([CH2:24][O:25][C:26]3[CH:31]=[CH:30][C:29]([C:32](=[O:34])[CH3:33])=[C:28]([OH:35])[C:27]=3[CH2:36][CH2:37][CH3:38])=[CH:22][CH:21]=2)=[CH:15][C:14]=1[C:48]1[N:49]=[N:50][NH:51][N:52]=1, predict the reaction product. The product is: [F:12][C:13]1[CH:18]=[CH:17][C:16]([CH:19]([OH:41])[C:20]2[CH:40]=[CH:39][C:23]([CH2:24][O:25][C:26]3[CH:31]=[CH:30][C:29]([C:32](=[O:34])[CH3:33])=[C:28]([OH:35])[C:27]=3[CH2:36][CH2:37][CH3:38])=[CH:22][CH:21]=2)=[CH:15][C:14]=1[C:48]1[N:49]=[N:50][NH:51][N:52]=1.